From a dataset of Reaction yield outcomes from USPTO patents with 853,638 reactions. Predict the reaction yield, written as a fraction of the theoretical maximum amount of product (1.0 means a 100% yield; for example, 0.34 means a 34% yield). (1) The reactants are [NH2:1][C:2]1[CH:9]=[CH:8][C:5]([C:6]#[N:7])=[CH:4][C:3]=1[I:10].[C:11](OC(=O)C)(=[O:13])[CH3:12]. The catalyst is S(=O)(=O)(O)O.O. The product is [C:11]([NH:1][C:2]1[CH:9]=[CH:8][C:5]([C:6]#[N:7])=[CH:4][C:3]=1[I:10])(=[O:13])[CH3:12]. The yield is 0.950. (2) The reactants are [F:1][C:2]1[C:3]([F:32])=[CH:4][C:5]2[O:9][C:8]([C:10]3[C:11]([F:30])=[CH:12][C:13]([F:29])=[C:14]([C@:16]4([CH3:28])[C:22]([F:24])([F:23])[C:21]([CH3:26])([CH3:25])[O:20][CH2:19][C:18](=S)[NH:17]4)[CH:15]=3)=[N:7][C:6]=2[CH:31]=1.[NH3:33].C(OO)(C)(C)C. No catalyst specified. The product is [F:1][C:2]1[C:3]([F:32])=[CH:4][C:5]2[O:9][C:8]([C:10]3[C:11]([F:30])=[CH:12][C:13]([F:29])=[C:14]([C@:16]4([CH3:28])[C:22]([F:24])([F:23])[C:21]([CH3:26])([CH3:25])[O:20][CH2:19][C:18]([NH2:33])=[N:17]4)[CH:15]=3)=[N:7][C:6]=2[CH:31]=1. The yield is 0.240. (3) The reactants are Cl[C:2]1[CH:7]=[C:6]([O:8][C:9]2[C:10]([CH3:16])=[N:11][C:12]([CH3:15])=[CH:13][CH:14]=2)[CH:5]=[CH:4][N:3]=1.[NH2:17][C:18]1[CH:23]=[CH:22][C:21]([S:24]([NH:27][C:28]2[CH:33]=[CH:32][CH:31]=[CH:30][N:29]=2)(=[O:26])=[O:25])=[CH:20][CH:19]=1.C([O-])([O-])=O.[Cs+].[Cs+]. The yield is 0.0900. The catalyst is O1CCOCC1. The product is [CH3:16][C:10]1[C:9]([O:8][C:6]2[CH:5]=[CH:4][N:3]=[C:2]([NH:17][C:18]3[CH:23]=[CH:22][C:21]([S:24]([NH:27][C:28]4[CH:33]=[CH:32][CH:31]=[CH:30][N:29]=4)(=[O:26])=[O:25])=[CH:20][CH:19]=3)[CH:7]=2)=[CH:14][CH:13]=[C:12]([CH3:15])[N:11]=1. (4) The yield is 0.740. The catalyst is C(Cl)Cl. The reactants are [C:1]([NH:8][CH2:9][C:10]([OH:12])=[O:11])([O:3][C:4]([CH3:7])([CH3:6])[CH3:5])=[O:2].C1CCC(N=C=NC2CCCCC2)CC1.[CH2:28]([N:30]([CH2:33]C)[CH2:31]C)[CH3:29].CN(C)CCO. The product is [CH3:31][N:30]([CH3:33])[CH2:28][CH2:29][O:11][C:10](=[O:12])[CH2:9][NH:8][C:1]([O:3][C:4]([CH3:6])([CH3:7])[CH3:5])=[O:2].